This data is from Full USPTO retrosynthesis dataset with 1.9M reactions from patents (1976-2016). The task is: Predict the reactants needed to synthesize the given product. (1) Given the product [F:1][C:2]1[CH:3]=[C:4]([C:14]2[CH:19]=[CH:18][CH:17]=[C:16]([N:20]([CH3:31])[C:21]([NH:23][CH2:24][CH2:25][CH2:26][CH2:27][CH2:28][CH2:29][CH3:30])=[O:22])[CH:15]=2)[CH:5]=[CH:6][C:7]=1[CH2:8][CH2:9][C:10]([O:12][CH3:13])=[O:11], predict the reactants needed to synthesize it. The reactants are: [F:1][C:2]1[CH:3]=[C:4]([C:14]2[CH:19]=[CH:18][CH:17]=[C:16]([N:20]([CH3:31])[C:21]([NH:23][CH2:24][CH2:25][CH2:26][CH2:27][CH2:28][CH2:29][CH3:30])=[O:22])[CH:15]=2)[CH:5]=[CH:6][C:7]=1[CH:8]=[CH:9][C:10]([O:12][CH3:13])=[O:11]. (2) Given the product [C:1]([O:4][C@@H:5]1[C@@H:10]([O:11][C:12](=[O:14])[CH3:13])[C@H:9]([O:15][C:16](=[O:18])[CH3:17])[C@@H:8]([CH2:19][O:20][C:21](=[O:23])[CH3:22])[O:7][C@H:6]1[O:24][C:25]1[C:29]([CH2:30][C:31]2[CH:36]=[CH:35][C:34](/[CH:44]=[CH:43]/[C:42]([OH:46])=[O:45])=[CH:33][C:32]=2[CH3:38])=[C:28]([CH:39]([CH3:41])[CH3:40])[NH:27][N:26]=1)(=[O:3])[CH3:2], predict the reactants needed to synthesize it. The reactants are: [C:1]([O:4][C@@H:5]1[C@@H:10]([O:11][C:12](=[O:14])[CH3:13])[C@H:9]([O:15][C:16](=[O:18])[CH3:17])[C@@H:8]([CH2:19][O:20][C:21](=[O:23])[CH3:22])[O:7][C@H:6]1[O:24][C:25]1[C:29]([CH2:30][C:31]2[CH:36]=[CH:35][C:34](Br)=[CH:33][C:32]=2[CH3:38])=[C:28]([CH:39]([CH3:41])[CH3:40])[NH:27][N:26]=1)(=[O:3])[CH3:2].[C:42]([OH:46])(=[O:45])[CH:43]=[CH2:44].C(O)(=O)CC=C. (3) Given the product [Cl:21][C:16]1[CH:17]=[CH:18][CH:19]=[CH:20][C:15]=1[S:12]([N:9]1[CH2:8][CH2:7][C:6]2([C:4](=[O:3])[N:39]([CH2:38][CH2:37][C:33]3[CH:34]=[CH:35][CH:36]=[C:31]([Cl:30])[CH:32]=3)[CH2:23][CH2:22]2)[CH2:11][CH2:10]1)(=[O:13])=[O:14], predict the reactants needed to synthesize it. The reactants are: C([O:3][C:4]([C:6]1([CH2:22][CH2:23]OC)[CH2:11][CH2:10][N:9]([S:12]([C:15]2[CH:20]=[CH:19][CH:18]=[CH:17][C:16]=2[Cl:21])(=[O:14])=[O:13])[CH2:8][CH2:7]1)=O)C.[Cl-].C[Al+]C.[Cl:30][C:31]1[CH:32]=[C:33]([CH2:37][CH2:38][NH2:39])[CH:34]=[CH:35][CH:36]=1. (4) The reactants are: [NH:1]([C:8](=O)[CH2:9][C:10]1[N:11]=[C:12]([S:15][C:16]([CH3:21])([CH3:20])[C:17]([OH:19])=[O:18])[S:13][CH:14]=1)[C:2]1[CH:7]=[CH:6][CH:5]=[CH:4][CH:3]=1.CO. Given the product [NH:1]([CH2:8][CH2:9][C:10]1[N:11]=[C:12]([S:15][C:16]([CH3:21])([CH3:20])[C:17]([OH:19])=[O:18])[S:13][CH:14]=1)[C:2]1[CH:7]=[CH:6][CH:5]=[CH:4][CH:3]=1, predict the reactants needed to synthesize it. (5) Given the product [C:34]([O:33][C:31]([N:28]1[CH2:27][CH2:26][C:25]([CH2:6][C:5]([CH3:7])=[CH2:8])([C:23]([OH:22])=[O:24])[CH2:30][CH2:29]1)=[O:32])([CH3:35])([CH3:36])[CH3:37], predict the reactants needed to synthesize it. The reactants are: C(N[CH:5]([CH3:7])[CH3:6])(C)C.[CH2:8]([Li])CCC.CCCCCC.CC(=C)C[O:22][C:23]([CH:25]1[CH2:30][CH2:29][N:28]([C:31]([O:33][C:34]([CH3:37])([CH3:36])[CH3:35])=[O:32])[CH2:27][CH2:26]1)=[O:24].C[Si](Cl)(C)C.Cl. (6) Given the product [Br:7][C:8]1[CH:9]=[CH:10][C:11]([CH2:14][N:16]2[CH2:21][CH2:20][CH2:19][CH2:18][CH2:17]2)=[N:12][CH:13]=1, predict the reactants needed to synthesize it. The reactants are: [H-].[Al+3].[Li+].[H-].[H-].[H-].[Br:7][C:8]1[CH:9]=[CH:10][C:11]([C:14]([N:16]2[CH2:21][CH2:20][CH2:19][CH2:18][CH2:17]2)=O)=[N:12][CH:13]=1. (7) Given the product [Cl:1][C:2]1[CH:3]=[CH:4][C:5]([CH2:6][N:7]2[C:12](=[N:13][C:14]3[CH:19]=[CH:18][C:17]([O:20][CH:21]([CH3:23])[CH3:22])=[C:16]([Cl:24])[CH:15]=3)[NH:11][C:10](=[O:25])[N:9]([CH2:30][C@@H:31]3[CH2:35][O:34][C:33]([CH3:37])([CH3:36])[O:32]3)[C:8]2=[O:26])=[CH:27][CH:28]=1, predict the reactants needed to synthesize it. The reactants are: [Cl:1][C:2]1[CH:28]=[CH:27][C:5]([CH2:6][N:7]2[C:12](=[N:13][C:14]3[CH:19]=[CH:18][C:17]([O:20][CH:21]([CH3:23])[CH3:22])=[C:16]([Cl:24])[CH:15]=3)[NH:11][C:10](=[O:25])[NH:9][C:8]2=[O:26])=[CH:4][CH:3]=1.Br[CH2:30][C@@H:31]1[CH2:35][O:34][C:33]([CH3:37])([CH3:36])[O:32]1.CC(C)([O-])C.[K+].CN(C=O)C.